From a dataset of Catalyst prediction with 721,799 reactions and 888 catalyst types from USPTO. Predict which catalyst facilitates the given reaction. (1) Reactant: [Cl:1][C:2]1[CH:3]=[C:4]([C:13](OC)=[O:14])[C:5]2[O:9][C:8]([C:10]#[N:11])=[CH:7][C:6]=2[CH:12]=1.[H-].[H-].[H-].[H-].[Li+].[Al+3]. Product: [Cl:1][C:2]1[CH:3]=[C:4]([CH2:13][OH:14])[C:5]2[O:9][C:8]([C:10]#[N:11])=[CH:7][C:6]=2[CH:12]=1. The catalyst class is: 7. (2) Reactant: [C:1]([CH2:3][N:4]1[C:9]2[CH:10]=[C:11]([C:32]3[CH:37]=[CH:36][CH:35]=[CH:34][CH:33]=3)[C:12]([C:14]3[CH:19]=[CH:18][C:17]([C:20]4([NH:24]C(=O)OC(C)(C)C)[CH2:23][CH2:22][CH2:21]4)=[CH:16][CH:15]=3)=[N:13][C:8]=2[O:7][CH2:6][S:5]1(=[O:39])=[O:38])#[N:2]. Product: [NH2:24][C:20]1([C:17]2[CH:18]=[CH:19][C:14]([C:12]3[C:11]([C:32]4[CH:33]=[CH:34][CH:35]=[CH:36][CH:37]=4)=[CH:10][C:9]4[N:4]([CH2:3][C:1]#[N:2])[S:5](=[O:39])(=[O:38])[CH2:6][O:7][C:8]=4[N:13]=3)=[CH:15][CH:16]=2)[CH2:21][CH2:22][CH2:23]1. The catalyst class is: 67. (3) Reactant: C1(C)C=CC=CC=1.N1CCCCC1.[C:14]12([C:24]3[CH:25]=[C:26]([C:32]4[CH:39]=[CH:38][C:35]([CH:36]=O)=[CH:34][CH:33]=4)[CH:27]=[CH:28][C:29]=3[O:30][CH3:31])[CH2:23][CH:18]3[CH2:19][CH:20]([CH2:22][CH:16]([CH2:17]3)[CH2:15]1)[CH2:21]2.[S:40]1[CH2:44][C:43](=[O:45])[NH:42][C:41]1=[O:46]. Product: [C:14]12([C:24]3[CH:25]=[C:26]([C:32]4[CH:39]=[CH:38][C:35]([CH:36]=[C:44]5[S:40][C:41](=[O:46])[NH:42][C:43]5=[O:45])=[CH:34][CH:33]=4)[CH:27]=[CH:28][C:29]=3[O:30][CH3:31])[CH2:21][CH:20]3[CH2:19][CH:18]([CH2:17][CH:16]([CH2:22]3)[CH2:15]1)[CH2:23]2. The catalyst class is: 15. (4) Reactant: [C:1]1([P:7]([C:14]2[CH:19]=[CH:18][CH:17]=[CH:16][CH:15]=2)[C:8]2[CH:13]=[CH:12][CH:11]=[CH:10][CH:9]=2)[CH:6]=[CH:5][CH:4]=[CH:3][CH:2]=1.[CH3:20][CH:21]([O:23]C(/N=N/C(OC(C)C)=O)=O)C.[CH3:34][CH2:35][OH:36]. Product: [C:14]1([P:7]([C:1]2[CH:2]=[CH:3][CH:4]=[CH:5][CH:6]=2)([C:8]2[CH:13]=[CH:12][CH:11]=[CH:10][CH:9]=2)([O:36][CH2:35][CH3:34])[O:23][CH2:21][CH3:20])[CH:15]=[CH:16][CH:17]=[CH:18][CH:19]=1. The catalyst class is: 1. (5) Reactant: [NH2:1][C:2]1[CH:9]=[CH:8][CH:7]=[C:6]([CH3:10])[C:3]=1[C:4]#[N:5].[CH3:11][C:12]1[CH:17]=[CH:16][CH:15]=[CH:14][C:13]=1[Mg]Br.Cl. Product: [NH:5]=[C:4]([C:13]1[CH:14]=[CH:15][CH:16]=[CH:17][C:12]=1[CH3:11])[C:3]1[C:6]([CH3:10])=[CH:7][CH:8]=[CH:9][C:2]=1[NH2:1]. The catalyst class is: 305. (6) Reactant: [CH2:1](Br)[C:2]1[CH:7]=[CH:6][CH:5]=[CH:4][CH:3]=1.[O:9]1[C:13]2[CH:14]=[CH:15][C:16]([C:18]3[O:22][C:21]([SH:23])=[N:20][N:19]=3)=[CH:17][C:12]=2[O:11][CH2:10]1.C(N(CC)CC)C.[OH-].[Na+]. Product: [O:9]1[C:13]2[CH:14]=[CH:15][C:16]([C:18]3[O:22][C:21]([S:23][CH2:1][C:2]4[CH:7]=[CH:6][CH:5]=[CH:4][CH:3]=4)=[N:20][N:19]=3)=[CH:17][C:12]=2[O:11][CH2:10]1. The catalyst class is: 97. (7) Reactant: Cl[CH2:2][C:3]1[CH:4]=[CH:5][C:6]2[N:10]=[CH:9][N:8]([C:11]3[S:15][C:14]([C:16]([O:18][CH3:19])=[O:17])=[C:13]([O:20][C@@H:21]([C:23]4[CH:28]=[CH:27][CH:26]=[CH:25][C:24]=4[Cl:29])[CH3:22])[CH:12]=3)[C:7]=2[CH:30]=1.[CH3:31][N:32]1[CH2:37][CH2:36][NH:35][CH2:34][CH2:33]1.C(N(CC)CC)C. Product: [OH-:17].[NH4+:8].[Cl:29][C:24]1[CH:25]=[CH:26][CH:27]=[CH:28][C:23]=1[C@H:21]([O:20][C:13]1[CH:12]=[C:11]([N:8]2[C:7]3[CH:30]=[C:3]([CH2:2][N:35]4[CH2:36][CH2:37][N:32]([CH3:31])[CH2:33][CH2:34]4)[CH:4]=[CH:5][C:6]=3[N:10]=[CH:9]2)[S:15][C:14]=1[C:16]([O:18][CH3:19])=[O:17])[CH3:22]. The catalyst class is: 12.